Predict which catalyst facilitates the given reaction. From a dataset of Catalyst prediction with 721,799 reactions and 888 catalyst types from USPTO. (1) Reactant: [Cl:1][C:2]1[CH:3]=[C:4]2[C:8](=[CH:9][CH:10]=1)[N:7]([CH2:11][CH2:12][CH2:13][CH2:14][S:15]([CH3:18])(=[O:17])=[O:16])[C:6]([CH2:19]O)=[CH:5]2.S(Cl)([Cl:23])=O. Product: [Cl:1][C:2]1[CH:3]=[C:4]2[C:8](=[CH:9][CH:10]=1)[N:7]([CH2:11][CH2:12][CH2:13][CH2:14][S:15]([CH3:18])(=[O:17])=[O:16])[C:6]([CH2:19][Cl:23])=[CH:5]2. The catalyst class is: 4. (2) Reactant: [C:1]([C:3]1[CH:4]=[C:5]([C:13]2[S:17][C:16]([C:18]3[C:19]([CH3:36])=[C:20]4[C:25](=[CH:26][CH:27]=3)[CH2:24][N:23]([CH2:28][CH2:29][CH2:30][C:31]([O:33]CC)=[O:32])[CH2:22][CH2:21]4)=[N:15][N:14]=2)[CH:6]=[CH:7][C:8]=1[O:9][CH:10]([CH3:12])[CH3:11])#[N:2].[OH-].[Na+:38]. Product: [Na+:38].[C:1]([C:3]1[CH:4]=[C:5]([C:13]2[S:17][C:16]([C:18]3[C:19]([CH3:36])=[C:20]4[C:25](=[CH:26][CH:27]=3)[CH2:24][N:23]([CH2:28][CH2:29][CH2:30][C:31]([O-:33])=[O:32])[CH2:22][CH2:21]4)=[N:15][N:14]=2)[CH:6]=[CH:7][C:8]=1[O:9][CH:10]([CH3:12])[CH3:11])#[N:2]. The catalyst class is: 14. (3) Reactant: Cl.Cl.[NH2:3][C@H:4]([CH3:12])[CH2:5][CH2:6][NH:7][CH2:8][CH:9]([CH3:11])[CH3:10].CO.C(=O)([O-])[O-]. Product: [NH2:3][C@H:4]([CH3:12])[CH2:5][CH2:6][NH:7][CH2:8][CH:9]([CH3:11])[CH3:10]. The catalyst class is: 4. (4) Reactant: C([N:3](CC)CC)C.ClC(OCC)=O.[C:14]([N:21]1[CH2:26][CH2:25][CH2:24][C@@H:23]([C:27]([OH:29])=O)[CH2:22]1)([O:16][C:17]([CH3:20])([CH3:19])[CH3:18])=[O:15]. Product: [C:17]([O:16][C:14]([N:21]1[CH2:26][CH2:25][CH2:24][C@@H:23]([C:27](=[O:29])[NH2:3])[CH2:22]1)=[O:15])([CH3:20])([CH3:19])[CH3:18]. The catalyst class is: 22. (5) Reactant: C1C=CC2N(O)N=NC=2C=1.CCN=C=NCCCN(C)C.Cl.[CH3:23][O:24][C:25](=[O:31])[CH:26]([F:30])[C:27](O)=[O:28].[C:32]1([C:39]2[CH:44]=[CH:43][CH:42]=[CH:41][CH:40]=2)[CH:37]=[CH:36][C:35]([NH2:38])=[CH:34][CH:33]=1. Product: [CH3:23][O:24][C:25](=[O:31])[CH:26]([F:30])[C:27]([NH:38][C:35]1[CH:34]=[CH:33][C:32]([C:39]2[CH:44]=[CH:43][CH:42]=[CH:41][CH:40]=2)=[CH:37][CH:36]=1)=[O:28]. The catalyst class is: 792. (6) Reactant: C1CCN2C(=NCCC2)CC1.[Cl:12][C:13]1[C:14]([I:34])=[CH:15][C:16]2[N:20]=[C:19](S(C)(=O)=O)[N:18]([CH2:25][O:26][CH2:27][CH2:28][Si:29]([CH3:32])([CH3:31])[CH3:30])[C:17]=2[CH:33]=1.[C:35]([Si:39]1([C:49]([CH3:52])([CH3:51])[CH3:50])[O:44][C@H:43]2[C@H:45]([OH:48])[CH2:46][O:47][C@@H:42]2[CH2:41][O:40]1)([CH3:38])([CH3:37])[CH3:36]. Product: [C:49]([Si:39]1([C:35]([CH3:38])([CH3:37])[CH3:36])[O:44][C@H:43]2[C@H:45]([O:48][C:19]3[N:18]([CH2:25][O:26][CH2:27][CH2:28][Si:29]([CH3:32])([CH3:31])[CH3:30])[C:17]4[CH:33]=[C:13]([Cl:12])[C:14]([I:34])=[CH:15][C:16]=4[N:20]=3)[CH2:46][O:47][C@@H:42]2[CH2:41][O:40]1)([CH3:52])([CH3:51])[CH3:50]. The catalyst class is: 85. (7) Reactant: [NH2:1][C:2]1[CH:6]=[CH:5][N:4]([CH2:7][C:8]([CH3:11])([OH:10])[CH3:9])C=1.CC[N:14](C(C)C)C(C)C.[Cl:21][C:22]1[C:23]([F:52])=[C:24]([C@@H:28]2[C@:32]([C:35]3[CH:40]=[CH:39][C:38]([Cl:41])=[CH:37][C:36]=3[F:42])([C:33]#[N:34])[C@H:31]([CH2:43][C:44]([CH3:47])([CH3:46])[CH3:45])[N:30]([CH3:48])[C@H:29]2[C:49]([OH:51])=O)[CH:25]=[CH:26][CH:27]=1.CN(C(ON1N=NC2C=CC=NC1=2)=[N+](C)C)C.F[P-](F)(F)(F)(F)F. Product: [OH:10][C:8]([CH3:11])([CH3:9])[CH2:7][N:4]1[CH:5]=[CH:6][C:2]([NH:1][C:49]([C@H:29]2[C@H:28]([C:24]3[CH:25]=[CH:26][CH:27]=[C:22]([Cl:21])[C:23]=3[F:52])[C@:32]([C:35]3[CH:40]=[CH:39][C:38]([Cl:41])=[CH:37][C:36]=3[F:42])([C:33]#[N:34])[C@H:31]([CH2:43][C:44]([CH3:47])([CH3:46])[CH3:45])[N:30]2[CH3:48])=[O:51])=[N:14]1. The catalyst class is: 2.